Task: Predict the reaction yield, written as a fraction of the theoretical maximum amount of product (1.0 means a 100% yield; for example, 0.34 means a 34% yield).. Dataset: Reaction yield outcomes from USPTO patents with 853,638 reactions The reactants are [CH2:1]([O:3][C:4]([C:6]1[S:7][C:8]2[C:17]3[N:16]=[C:15]([NH:18][C:19]4[CH:24]=[CH:23][CH:22]=[C:21]([S:25](=[O:28])(=[O:27])[NH2:26])[CH:20]=4)[N:14]=[CH:13][C:12]=3[CH2:11][CH2:10][C:9]=2[N:29]=1)=[O:5])[CH3:2].ClC1C(=O)C(C#N)=C(C#N)C(=O)C=1Cl. The catalyst is O1CCOCC1. The product is [CH2:1]([O:3][C:4]([C:6]1[S:7][C:8]2[C:17]3[N:16]=[C:15]([NH:18][C:19]4[CH:24]=[CH:23][CH:22]=[C:21]([S:25](=[O:28])(=[O:27])[NH2:26])[CH:20]=4)[N:14]=[CH:13][C:12]=3[CH:11]=[CH:10][C:9]=2[N:29]=1)=[O:5])[CH3:2]. The yield is 0.860.